The task is: Predict the reactants needed to synthesize the given product.. This data is from Full USPTO retrosynthesis dataset with 1.9M reactions from patents (1976-2016). (1) Given the product [CH3:17][C:4]1[C:3]([C:18]([O:20][C:21]([CH3:24])([CH3:23])[CH3:22])=[O:19])=[C:2]([NH:1][C:25]([O:26][CH2:27][C:28]([Cl:31])([Cl:30])[Cl:29])=[O:32])[S:6][C:5]=1[C:7]([O:9][CH2:10][C:11]1[CH:16]=[CH:15][CH:14]=[CH:13][CH:12]=1)=[O:8], predict the reactants needed to synthesize it. The reactants are: [NH2:1][C:2]1[S:6][C:5]([C:7]([O:9][CH2:10][C:11]2[CH:16]=[CH:15][CH:14]=[CH:13][CH:12]=2)=[O:8])=[C:4]([CH3:17])[C:3]=1[C:18]([O:20][C:21]([CH3:24])([CH3:23])[CH3:22])=[O:19].[C:25](Cl)(=[O:32])[O:26][CH2:27][C:28]([Cl:31])([Cl:30])[Cl:29]. (2) Given the product [CH3:1][O:2][C:3]1[CH:8]=[CH:7][C:6]([CH3:9])=[C:5]([CH:4]=1)[NH2:10], predict the reactants needed to synthesize it. The reactants are: [CH3:1][O:2][C:3]1[CH:8]=[CH:7][C:6]([CH3:9])=[C:5]([N+:10]([O-])=O)[CH:4]=1.O.NN.